From a dataset of Forward reaction prediction with 1.9M reactions from USPTO patents (1976-2016). Predict the product of the given reaction. (1) Given the reactants Cl[CH2:2][C:3]1[CH:12]=[CH:11][C:6]2[O:7][CH2:8][CH2:9][O:10][C:5]=2[CH:4]=1.BrCC1CCCCO1.[O:21]=[C:22]1[C:30]2([C:34]3[CH:35]=[CH:36][C:37]([C:39]#[N:40])=[CH:38][C:33]=3[O:32][CH2:31]2)[C:29]2[C:24](=[CH:25][CH:26]=[CH:27][CH:28]=2)[N:23]1CC1C=CC=CN=1.N1C2C(=CC=CC=2)C2(COC3C=C4C(=CC2=3)CCO4)C1=O, predict the reaction product. The product is: [O:7]1[C:6]2[CH:11]=[CH:12][C:3]([CH2:2][N:23]3[C:24]4[C:29](=[CH:28][CH:27]=[CH:26][CH:25]=4)[C:30]4([C:34]5[CH:35]=[CH:36][C:37]([C:39]#[N:40])=[CH:38][C:33]=5[O:32][CH2:31]4)[C:22]3=[O:21])=[CH:4][C:5]=2[O:10][CH2:9][CH2:8]1. (2) Given the reactants [Cl:1][C:2]1[CH:3]=[C:4]([CH:8]=[CH:9][N:10]=1)[C:5]([OH:7])=O.[F:11][C:12]1[CH:13]=[C:14]2[C:18](=[CH:19][C:20]=1[F:21])[NH:17][CH2:16][CH2:15]2.CN(C(ON1N=NC2C=CC=CC1=2)=[N+](C)C)C.[B-](F)(F)(F)F, predict the reaction product. The product is: [Cl:1][C:2]1[CH:3]=[C:4]([C:5]([N:17]2[C:18]3[C:14](=[CH:13][C:12]([F:11])=[C:20]([F:21])[CH:19]=3)[CH2:15][CH2:16]2)=[O:7])[CH:8]=[CH:9][N:10]=1. (3) Given the reactants Br[C:2]1[CH:3]=[C:4]2[C:11]([C:12]([NH:14][CH3:15])=[O:13])=[C:10]([C:16]3[CH:21]=[CH:20][C:19]([F:22])=[CH:18][CH:17]=3)[O:9][C:5]2=[N:6][C:7]=1[Cl:8].B([C:26]1[CH:27]=[CH:28][C:29]([O:35][CH3:36])=[C:30]([CH:34]=1)[C:31]([OH:33])=[O:32])(O)O.C(=O)([O-])[O-].[Cs+].[Cs+], predict the reaction product. The product is: [Cl:8][C:7]1[N:6]=[C:5]2[O:9][C:10]([C:16]3[CH:21]=[CH:20][C:19]([F:22])=[CH:18][CH:17]=3)=[C:11]([C:12](=[O:13])[NH:14][CH3:15])[C:4]2=[CH:3][C:2]=1[C:26]1[CH:27]=[CH:28][C:29]([O:35][CH3:36])=[C:30]([CH:34]=1)[C:31]([OH:33])=[O:32].